Dataset: Forward reaction prediction with 1.9M reactions from USPTO patents (1976-2016). Task: Predict the product of the given reaction. (1) Given the reactants [C:1]1([SH:7])[CH:6]=[CH:5][CH:4]=[CH:3][CH:2]=1.[H-].[Na+].[N:10]1([C:16]([N:18]2[CH2:23][CH:22]([C:24]3[CH:29]=[CH:28][C:27]([C:30]([F:33])([F:32])[F:31])=[CH:26][CH:25]=3)[CH2:21][CH:20]([CH2:34]S([O-])(=O)=O)[CH2:19]2)=[O:17])[CH2:15][CH2:14][O:13][CH2:12][CH2:11]1.O, predict the reaction product. The product is: [N:10]1([C:16]([N:18]2[CH2:23][CH:22]([C:24]3[CH:29]=[CH:28][C:27]([C:30]([F:33])([F:31])[F:32])=[CH:26][CH:25]=3)[CH2:21][CH:20]([CH2:34][S:7][C:1]3[CH:6]=[CH:5][CH:4]=[CH:3][CH:2]=3)[CH2:19]2)=[O:17])[CH2:15][CH2:14][O:13][CH2:12][CH2:11]1. (2) Given the reactants [CH2:1]([O:8][C:9]1[CH:14]=[CH:13][C:12]([Cl:15])=[CH:11][C:10]=1B(O)O)[C:2]1[CH:7]=[CH:6][CH:5]=[CH:4][CH:3]=1.[Br:19][C:20]1[C:21](=[O:26])[O:22][CH2:23][C:24]=1Br.C1([As](C2C=CC=CC=2)C2C=CC=CC=2)C=CC=CC=1.C(OCC)(=O)C, predict the reaction product. The product is: [Br:19][C:20]1[C:21](=[O:26])[O:22][CH2:23][C:24]=1[C:10]1[CH:11]=[C:12]([Cl:15])[CH:13]=[CH:14][C:9]=1[O:8][CH2:1][C:2]1[CH:7]=[CH:6][CH:5]=[CH:4][CH:3]=1. (3) Given the reactants [CH:1]([O:4][C:5]1[C:14]2[O:13]C(C3C=CC=CC=3)[O:11][CH2:10][C:9]=2[CH:8]=[CH:7][C:6]=1[N+:21]([O-:23])=[O:22])([CH3:3])[CH3:2].C12(CS(O)(=O)=O)C(C)(C)C(CC1)CC2=O, predict the reaction product. The product is: [OH:11][CH2:10][C:9]1[C:14]([OH:13])=[C:5]([O:4][CH:1]([CH3:3])[CH3:2])[C:6]([N+:21]([O-:23])=[O:22])=[CH:7][CH:8]=1.